From a dataset of Full USPTO retrosynthesis dataset with 1.9M reactions from patents (1976-2016). Predict the reactants needed to synthesize the given product. (1) Given the product [CH2:3]([C:5]1[CH:6]=[CH:7][C:8]([C:11]2[N:16]=[C:15]([N:17]([CH3:41])[CH2:18][CH2:19][CH2:20][O:21][C:22]3[CH:23]=[C:24]4[C:28](=[CH:29][CH:30]=3)[C@H:27]([CH2:31][C:32]([O:34][CH2:35][CH3:36])=[O:33])[CH2:26][CH2:25]4)[C:14]([C:37]([F:40])([F:38])[F:39])=[CH:13][CH:12]=2)=[CH:9][CH:10]=1)[CH3:4], predict the reactants needed to synthesize it. The reactants are: [H-].[Na+].[CH2:3]([C:5]1[CH:10]=[CH:9][C:8]([C:11]2[N:16]=[C:15]([NH:17][CH2:18][CH2:19][CH2:20][O:21][C:22]3[CH:23]=[C:24]4[C:28](=[CH:29][CH:30]=3)[C@H:27]([CH2:31][C:32]([O:34][CH2:35][CH3:36])=[O:33])[CH2:26][CH2:25]4)[C:14]([C:37]([F:40])([F:39])[F:38])=[CH:13][CH:12]=2)=[CH:7][CH:6]=1)[CH3:4].[CH3:41]N(C=O)C. (2) Given the product [F:44][CH:43]([F:45])[C:28]1[CH:29]=[C:30]([C:33]([OH:42])([C:38]([F:41])([F:40])[F:39])[C:34]([F:37])([F:36])[F:35])[CH:31]=[CH:32][C:27]=1[C:14]1[S:13][C:12]([C:15]2[O:16][C:51]([C:52]([OH:48])([CH3:55])[CH3:53])=[N:18][N:17]=2)=[N:11][C:10]=1[C:8]([N:5]1[CH2:4][CH2:3][C:2]([F:1])([F:25])[CH2:7][CH2:6]1)=[O:9], predict the reactants needed to synthesize it. The reactants are: [F:1][C:2]1([F:25])[CH2:7][CH2:6][N:5]([C:8]([C:10]2[N:11]=[C:12]([C:15]([N:17](C(=O)C(O)(C)C)[NH2:18])=[O:16])[S:13][CH:14]=2)=[O:9])[CH2:4][CH2:3]1.Br[C:27]1[CH:32]=[CH:31][C:30]([C:33]([OH:42])([C:38]([F:41])([F:40])[F:39])[C:34]([F:37])([F:36])[F:35])=[CH:29][C:28]=1[CH:43]([F:45])[F:44].CC([O-])=[O:48].[K+].[C:51](O)(=O)[C:52]([CH3:55])(C)[CH3:53].F[B-](F)(F)F.C1([PH+](C2CCCCC2)C2CCCCC2)CCCCC1. (3) Given the product [Br:2][C:3]1[CH:4]=[C:5]2[C:10]([NH:11][C@H:12]3[C@@H:16]([CH3:17])[CH2:15][N:14]([C:23]4[CH:30]=[CH:29][C:26]([C:27]#[N:28])=[CH:25][N:24]=4)[CH2:13]3)=[C:9]([C:18]([NH2:20])=[O:19])[CH:8]=[N:7][N:6]2[CH:21]=1, predict the reactants needed to synthesize it. The reactants are: I.[Br:2][C:3]1[CH:4]=[C:5]2[C:10]([NH:11][C@H:12]3[C@@H:16]([CH3:17])[CH2:15][NH:14][CH2:13]3)=[C:9]([C:18]([NH2:20])=[O:19])[CH:8]=[N:7][N:6]2[CH:21]=1.Br[C:23]1[CH:30]=[CH:29][C:26]([C:27]#[N:28])=[CH:25][N:24]=1.C(=O)([O-])[O-].[K+].[K+]. (4) Given the product [CH3:10][C:11]1[S:12][CH:13]=[C:14]([C:16]2[CH:17]=[C:18]([NH:22][C:3]3[NH:8][C:7](=[O:9])[CH:6]=[CH:5][N:4]=3)[CH:19]=[CH:20][CH:21]=2)[N:15]=1, predict the reactants needed to synthesize it. The reactants are: CS[C:3]1[NH:8][C:7](=[O:9])[CH:6]=[CH:5][N:4]=1.[CH3:10][C:11]1[S:12][CH:13]=[C:14]([C:16]2[CH:17]=[C:18]([NH2:22])[CH:19]=[CH:20][CH:21]=2)[N:15]=1. (5) Given the product [C:8]([S:11][CH:12]1[CH2:17][CH2:16][N:15]([CH:34]([C:40]2[CH:45]=[CH:44][CH:43]=[CH:42][C:41]=2[F:46])[C:35]([CH:37]2[CH2:38][CH2:39]2)=[O:36])[CH2:14]/[C:13]/1=[CH:18]\[C:19]1[N:20]=[N:21][N:22]([CH2:24][C:25]2[CH:26]=[CH:27][C:28]([O:31][CH3:32])=[CH:29][CH:30]=2)[CH:23]=1)(=[O:10])[CH3:9], predict the reactants needed to synthesize it. The reactants are: FC(F)(F)C(O)=O.[C:8]([S:11][CH:12]1[CH2:17][CH2:16][NH:15][CH2:14]/[C:13]/1=[CH:18]\[C:19]1[N:20]=[N:21][N:22]([CH2:24][C:25]2[CH:30]=[CH:29][C:28]([O:31][CH3:32])=[CH:27][CH:26]=2)[CH:23]=1)(=[O:10])[CH3:9].Br[CH:34]([C:40]1[CH:45]=[CH:44][CH:43]=[CH:42][C:41]=1[F:46])[C:35]([CH:37]1[CH2:39][CH2:38]1)=[O:36].C(N(CC)CC)C.[Cl-].[Na+]. (6) Given the product [Cl:17][C:3]1[C:2]([F:1])=[CH:11][C:10]2[C:5](=[CH:6][C:7]([O:12][CH3:13])=[CH:8][CH:9]=2)[N:4]=1, predict the reactants needed to synthesize it. The reactants are: [F:1][C:2]1[C:3](=O)[NH:4][C:5]2[C:10]([CH:11]=1)=[CH:9][CH:8]=[C:7]([O:12][CH3:13])[CH:6]=2.O=P(Cl)(Cl)[Cl:17].